This data is from Full USPTO retrosynthesis dataset with 1.9M reactions from patents (1976-2016). The task is: Predict the reactants needed to synthesize the given product. (1) Given the product [Cl:12][CH2:2][C:3]1([CH3:9])[CH2:7][O:6][C:5](=[O:8])[NH:4]1, predict the reactants needed to synthesize it. The reactants are: O[CH2:2][C:3]1([CH3:9])[CH2:7][O:6][C:5](=[O:8])[NH:4]1.S(Cl)([Cl:12])=O.N1C=CC=CC=1. (2) The reactants are: [C:1]([O:5][C:6](=[O:18])[CH2:7][N:8]1[C:16]2[C:11](=[CH:12][CH:13]=[C:14]([OH:17])[CH:15]=2)[CH:10]=[CH:9]1)([CH3:4])([CH3:3])[CH3:2].[CH3:19][C:20]1[S:24][C:23]([C:25]2[CH:30]=[CH:29][C:28]([C:31]([F:34])([F:33])[F:32])=[CH:27][CH:26]=2)=[N:22][C:21]=1[CH2:35][CH2:36]O.C1(P(C2C=CC=CC=2)C2C=CC=CC=2)C=CC=CC=1.N(C(OC(C)(C)C)=O)=NC(OC(C)(C)C)=O. Given the product [C:1]([O:5][C:6](=[O:18])[CH2:7][N:8]1[C:16]2[C:11](=[CH:12][CH:13]=[C:14]([O:17][CH2:36][CH2:35][C:21]3[N:22]=[C:23]([C:25]4[CH:30]=[CH:29][C:28]([C:31]([F:34])([F:32])[F:33])=[CH:27][CH:26]=4)[S:24][C:20]=3[CH3:19])[CH:15]=2)[CH:10]=[CH:9]1)([CH3:4])([CH3:2])[CH3:3], predict the reactants needed to synthesize it. (3) Given the product [Br:11][C:8]1[CH:9]=[CH:10][C:5]([C:4]([O:3][CH2:1][CH3:2])=[O:13])=[CH:6][C:7]=1[CH2:12][Br:14], predict the reactants needed to synthesize it. The reactants are: [CH2:1]([O:3][C:4](=[O:13])[C:5]1[CH:10]=[CH:9][C:8]([Br:11])=[C:7]([CH3:12])[CH:6]=1)[CH3:2].[Br:14]N1C(=O)CCC1=O.C(OOC(=O)C1C=CC=CC=1)(=O)C1C=CC=CC=1.